This data is from Full USPTO retrosynthesis dataset with 1.9M reactions from patents (1976-2016). The task is: Predict the reactants needed to synthesize the given product. (1) The reactants are: [CH3:1][C@@:2]1([CH2:8][CH2:9][C:10]2[NH:11][C:12]([C:15](=[O:26])[CH2:16][CH2:17][CH2:18][CH2:19][C:20]3[CH:25]=[CH:24][CH:23]=[CH:22][CH:21]=3)=[CH:13][CH:14]=2)[CH2:6][O:5]C(=O)[NH:3]1.CO.O1CCCC1.[OH-].[Na+]. Given the product [NH2:3][C@:2]([CH3:1])([CH2:8][CH2:9][C:10]1[NH:11][C:12]([C:15](=[O:26])[CH2:16][CH2:17][CH2:18][CH2:19][C:20]2[CH:21]=[CH:22][CH:23]=[CH:24][CH:25]=2)=[CH:13][CH:14]=1)[CH2:6][OH:5], predict the reactants needed to synthesize it. (2) The reactants are: [CH3:1][C:2]1[CH:3]=[C:4]([CH:16]=[CH:17][CH:18]=1)[CH2:5][O:6][CH2:7][C:8]1[O:12][N:11]=[C:10]([C:13]([OH:15])=O)[CH:9]=1.C(N(CC)CC)C.Cl.C(N=C=NCCCN(C)C)C.ON1C2C=CC=CC=2N=N1.[O:48]1[CH2:53][CH2:52][CH:51]([CH2:54][NH2:55])[CH2:50][CH2:49]1. Given the product [O:48]1[CH2:53][CH2:52][CH:51]([CH2:54][NH:55][C:13]([C:10]2[CH:9]=[C:8]([CH2:7][O:6][CH2:5][C:4]3[CH:16]=[CH:17][CH:18]=[C:2]([CH3:1])[CH:3]=3)[O:12][N:11]=2)=[O:15])[CH2:50][CH2:49]1, predict the reactants needed to synthesize it. (3) Given the product [C:31]([N:29]1[C:9]([CH2:8][CH2:7][CH:2]2[O:1][CH2:6][CH2:5][CH2:4][O:3]2)([C:10]2[CH:15]=[CH:14][CH:13]=[CH:12][CH:11]=2)[CH:16]2[CH2:17][O:18][C:19]3[CH:20]=[CH:21][C:22]([F:27])=[CH:23][C:24]=3[C:25]2=[N:30]1)(=[O:33])[CH3:32], predict the reactants needed to synthesize it. The reactants are: [O:1]1[CH2:6][CH2:5][CH2:4][O:3][CH:2]1[CH2:7][CH2:8]/[C:9](=[C:16]1\[CH2:17][O:18][C:19]2[C:24]([C:25]\1=O)=[CH:23][C:22]([F:27])=[CH:21][CH:20]=2)/[C:10]1[CH:15]=[CH:14][CH:13]=[CH:12][CH:11]=1.O.[NH2:29][NH2:30].[C:31](Cl)(=[O:33])[CH3:32]. (4) The reactants are: [P:1]([O:38]C(C)(C)C)([O:33]C(C)(C)C)([O:3][CH2:4][CH:5]1[O:9][N:8]=[C:7]([C:10]2[CH:15]=[CH:14][C:13]([C:16]3[CH:21]=[CH:20][C:19]([N:22]4[CH2:26][C@H:25]([CH2:27][NH:28][C:29](=[O:31])[CH3:30])[O:24][C:23]4=[O:32])=[CH:18][CH:17]=3)=[CH:12][CH:11]=2)[CH2:6]1)=[O:2].FC(F)(F)C(O)=O. Given the product [P:1]([OH:33])([OH:38])([O:3][CH2:4][CH:5]1[O:9][N:8]=[C:7]([C:10]2[CH:11]=[CH:12][C:13]([C:16]3[CH:17]=[CH:18][C:19]([N:22]4[CH2:26][C@H:25]([CH2:27][NH:28][C:29](=[O:31])[CH3:30])[O:24][C:23]4=[O:32])=[CH:20][CH:21]=3)=[CH:14][CH:15]=2)[CH2:6]1)=[O:2], predict the reactants needed to synthesize it. (5) The reactants are: C(OC([NH:8][C@@H:9]([CH3:16])/[CH:10]=[CH:11]/[C:12]([O:14][CH3:15])=[O:13])=O)(C)(C)C.[ClH:17]. Given the product [ClH:17].[NH2:8][C@@H:9]([CH3:16])/[CH:10]=[CH:11]/[C:12]([O:14][CH3:15])=[O:13], predict the reactants needed to synthesize it.